Dataset: Forward reaction prediction with 1.9M reactions from USPTO patents (1976-2016). Task: Predict the product of the given reaction. (1) Given the reactants [OH:1][C:2]([CH3:28])([CH3:27])[CH2:3][N:4]1[C:8]([CH3:9])=[C:7]([C:10]([O:12]CC2C=CC=CC=2)=[O:11])[C:6](=[O:20])[N:5]1[C:21]1[CH:26]=[CH:25][CH:24]=[CH:23][CH:22]=1.[H][H], predict the reaction product. The product is: [OH:1][C:2]([CH3:28])([CH3:27])[CH2:3][N:4]1[C:8]([CH3:9])=[C:7]([C:10]([OH:12])=[O:11])[C:6](=[O:20])[N:5]1[C:21]1[CH:26]=[CH:25][CH:24]=[CH:23][CH:22]=1. (2) The product is: [CH2:1]([O:8][C:9]([N:11]1[CH2:23][CH:15]2[O:16][CH2:17][CH2:18][CH2:19][C@@H:20]([CH2:21][N:44]3[CH2:45][CH2:46][C:41]4([CH2:39][CH2:40]4)[C@H:42]([OH:47])[CH2:43]3)[N:14]2[C:13](=[O:24])[C@@H:12]1[CH3:25])=[O:10])[C:2]1[CH:7]=[CH:6][CH:5]=[CH:4][CH:3]=1. Given the reactants [CH2:1]([O:8][C:9]([N:11]1[CH2:23][CH:15]2[O:16][CH2:17][CH2:18][CH2:19][C@@H:20]([CH2:21]O)[N:14]2[C:13](=[O:24])[C@@H:12]1[CH3:25])=[O:10])[C:2]1[CH:7]=[CH:6][CH:5]=[CH:4][CH:3]=1.ClN1C(=O)N(Cl)C(=O)N(Cl)C1=O.Cl.[CH2:39]1[C:41]2([CH2:46][CH2:45][NH:44][CH2:43][C@H:42]2[OH:47])[CH2:40]1.CCN(CC)CC.CC(O)=O.C(O[BH-](OC(=O)C)OC(=O)C)(=O)C.[Na+], predict the reaction product. (3) Given the reactants [CH3:1][C:2]1([CH3:26])[C:6]([C:7]2[C:8](OS(C(F)(F)F)(=O)=O)=[CH:9][C:10]([F:17])=[C:11]([CH:16]=2)[C:12]([O:14][CH3:15])=[O:13])=[CH:5][CH2:4][CH2:3]1.[F:27][C:28]1[CH:33]=[CH:32][C:31]([O:34][CH3:35])=[CH:30][C:29]=1B(O)O.C(=O)([O-])[O-].[K+].[K+], predict the reaction product. The product is: [CH3:26][C:2]1([CH3:1])[C:6]([C:7]2[CH:16]=[C:11]([C:12]([O:14][CH3:15])=[O:13])[C:10]([F:17])=[CH:9][C:8]=2[C:29]2[CH:30]=[C:31]([O:34][CH3:35])[CH:32]=[CH:33][C:28]=2[F:27])=[CH:5][CH2:4][CH2:3]1. (4) Given the reactants [Cl:1][C:2]1[CH:9]=[C:8]([N:10]([CH2:16][C:17]2[CH:22]=[CH:21][CH:20]=[CH:19][C:18]=2[CH3:23])[C@H:11]2[CH2:15][CH2:14][NH:13][CH2:12]2)[CH:7]=[CH:6][C:3]=1[C:4]#[N:5].[CH3:24][C:25]1[S:26][C:27]([CH:31]=O)=[C:28]([CH3:30])[N:29]=1, predict the reaction product. The product is: [Cl:1][C:2]1[CH:9]=[C:8]([N:10]([C@H:11]2[CH2:15][CH2:14][N:13]([CH2:31][C:27]3[S:26][C:25]([CH3:24])=[N:29][C:28]=3[CH3:30])[CH2:12]2)[CH2:16][C:17]2[CH:22]=[CH:21][CH:20]=[CH:19][C:18]=2[CH3:23])[CH:7]=[CH:6][C:3]=1[C:4]#[N:5]. (5) Given the reactants [N:1]1[CH:6]=[CH:5][C:4](B(O)O)=[CH:3][CH:2]=1.C(=O)([O-])[O-].[Na+].[Na+].[CH2:16]([O:23][C:24](=[O:39])[C:25]1[CH:37]=[C:36](I)[CH:35]=[C:27]([C:28]([N:30]([CH3:34])[CH2:31][CH2:32][CH3:33])=[O:29])[CH:26]=1)[C:17]1[CH:22]=[CH:21][CH:20]=[CH:19][CH:18]=1, predict the reaction product. The product is: [CH2:16]([O:23][C:24](=[O:39])[C:25]1[CH:37]=[C:36]([C:4]2[CH:5]=[CH:6][N:1]=[CH:2][CH:3]=2)[CH:35]=[C:27]([C:28]([N:30]([CH3:34])[CH2:31][CH2:32][CH3:33])=[O:29])[CH:26]=1)[C:17]1[CH:18]=[CH:19][CH:20]=[CH:21][CH:22]=1. (6) Given the reactants [ClH:1].C(OC([N:9]1[CH2:14][CH2:13][C@@H:12]([NH:15][C:16]2[CH:21]=[CH:20][C:19]([Br:22])=[CH:18][C:17]=2[N+:23]([O-:25])=[O:24])[C@H:11]([OH:26])[CH2:10]1)=O)(C)(C)C, predict the reaction product. The product is: [ClH:1].[Br:22][C:19]1[CH:20]=[CH:21][C:16]([NH:15][C@@H:12]2[CH2:13][CH2:14][NH:9][CH2:10][C@H:11]2[OH:26])=[C:17]([N+:23]([O-:25])=[O:24])[CH:18]=1.